From a dataset of Reaction yield outcomes from USPTO patents with 853,638 reactions. Predict the reaction yield, written as a fraction of the theoretical maximum amount of product (1.0 means a 100% yield; for example, 0.34 means a 34% yield). (1) The reactants are [Na].Cl[C:3]1[N:8]=[C:7]([O:9][C:10]2[CH:11]=[C:12]([CH:15]=[C:16]([CH3:18])[CH:17]=2)[C:13]#[N:14])[C:6]([CH:19]([CH3:21])[CH3:20])=[C:5](Cl)[N:4]=1.[CH2:23]([OH:30])[C:24]1[CH:29]=[CH:28][CH:27]=[CH:26][CH:25]=1. No catalyst specified. The product is [CH2:23]([O:30][C:3]1[N:8]=[C:7]([O:9][C:10]2[CH:11]=[C:12]([CH:15]=[C:16]([CH3:18])[CH:17]=2)[C:13]#[N:14])[C:6]([CH:19]([CH3:21])[CH3:20])=[C:5]([O:30][CH2:23][C:24]2[CH:29]=[CH:28][CH:27]=[CH:26][CH:25]=2)[N:4]=1)[C:24]1[CH:29]=[CH:28][CH:27]=[CH:26][CH:25]=1. The yield is 0.680. (2) The reactants are [F:1][C:2]1[C:7]2[N:8]=[C:9]([CH2:11][C:12]3[C:20]4[C:15](=[CH:16][CH:17]=[CH:18][CH:19]=4)[N:14]([CH2:21][C:22]([O:24]CC)=[O:23])[CH:13]=3)[S:10][C:6]=2[C:5]([F:27])=[CH:4][C:3]=1[F:28].[OH-].[Na+].Cl. The catalyst is COCCOC. The product is [F:1][C:2]1[C:7]2[N:8]=[C:9]([CH2:11][C:12]3[C:20]4[C:15](=[CH:16][CH:17]=[CH:18][CH:19]=4)[N:14]([CH2:21][C:22]([OH:24])=[O:23])[CH:13]=3)[S:10][C:6]=2[C:5]([F:27])=[CH:4][C:3]=1[F:28]. The yield is 0.980.